Dataset: Reaction yield outcomes from USPTO patents with 853,638 reactions. Task: Predict the reaction yield, written as a fraction of the theoretical maximum amount of product (1.0 means a 100% yield; for example, 0.34 means a 34% yield). (1) The reactants are Cl[C:2]1[N:3]=[C:4]([OH:12])[C:5]2[CH:11]=[CH:10][N:9]=[CH:8][C:6]=2[N:7]=1.[CH3:13][N:14]([C:22]1[CH:27]=[CH:26][C:25]([N:28]2[CH2:33][CH2:32][O:31][CH2:30][CH2:29]2)=[CH:24][CH:23]=1)[C:15]1[CH:20]=[CH:19][C:18]([OH:21])=[CH:17][CH:16]=1. No catalyst specified. The product is [CH3:13][N:14]([C:22]1[CH:23]=[CH:24][C:25]([N:28]2[CH2:33][CH2:32][O:31][CH2:30][CH2:29]2)=[CH:26][CH:27]=1)[C:15]1[CH:20]=[CH:19][C:18]([O:21][C:2]2[N:3]=[C:4]([OH:12])[C:5]3[CH:11]=[CH:10][N:9]=[CH:8][C:6]=3[N:7]=2)=[CH:17][CH:16]=1. The yield is 0.0200. (2) The reactants are Cl.[C:2](Cl)(=O)[C:3]1[CH:8]=[CH:7][N:6]=[CH:5][CH:4]=1.[CH3:11][NH:12][C:13](=[S:16])[NH:14][NH2:15].[OH-].[Na+].Cl. The catalyst is N1C=CC=CC=1. The product is [CH3:11][N:12]1[C:2]([C:3]2[CH:8]=[CH:7][N:6]=[CH:5][CH:4]=2)=[N:15][NH:14][C:13]1=[S:16]. The yield is 0.550. (3) The reactants are [CH2:1]([C:3]1[CH:8]=[CH:7][C:6]([C@H:9]2[CH2:14][C@@H:13]([C:15]([F:18])([F:17])[F:16])[N:12]3[N:19]=[CH:20][C:21]([C:22](O)=[O:23])=[C:11]3[NH:10]2)=[CH:5][CH:4]=1)[CH3:2].CN(C(ON1N=NC2C=CC=NC1=2)=[N+](C)C)C.F[P-](F)(F)(F)(F)F.C(N(CC)C(C)C)(C)C.[F:58][C:59]1[CH:60]=[CH:61][C:62]([CH2:66][NH2:67])=[N:63][C:64]=1[CH3:65]. No catalyst specified. The product is [CH2:1]([C:3]1[CH:8]=[CH:7][C:6]([C@H:9]2[CH2:14][C@@H:13]([C:15]([F:16])([F:17])[F:18])[N:12]3[N:19]=[CH:20][C:21]([C:22]([NH:67][CH2:66][C:62]4[CH:61]=[CH:60][C:59]([F:58])=[C:64]([CH3:65])[N:63]=4)=[O:23])=[C:11]3[NH:10]2)=[CH:5][CH:4]=1)[CH3:2]. The yield is 0.170. (4) The reactants are [Cl:1][C:2]1[CH:7]=[CH:6][C:5]([C:8]2[N:12]([C:13]3[CH:18]=[CH:17][CH:16]=[CH:15][C:14]=3[O:19][CH3:20])[N:11]=[C:10]([C:21]3[C:22]([CH3:29])([CH3:28])[O:23][C:24]([CH3:27])([CH3:26])[CH:25]=3)[CH:9]=2)=[CH:4][CH:3]=1. The catalyst is C(OCC)(=O)C.O=[Pt]=O. The product is [Cl:1][C:2]1[CH:7]=[CH:6][C:5]([C:8]2[N:12]([C:13]3[CH:18]=[CH:17][CH:16]=[CH:15][C:14]=3[O:19][CH3:20])[N:11]=[C:10]([CH:21]3[CH2:25][C:24]([CH3:27])([CH3:26])[O:23][C:22]3([CH3:29])[CH3:28])[CH:9]=2)=[CH:4][CH:3]=1. The yield is 0.410.